Dataset: Full USPTO retrosynthesis dataset with 1.9M reactions from patents (1976-2016). Task: Predict the reactants needed to synthesize the given product. (1) Given the product [CH:16]1(/[CH:22]=[CH:23]/[C:24]2[N:6]([C:7]3[CH:12]=[CH:11][CH:10]=[CH:9][N:8]=3)[C:5]3[CH:13]=[CH:14][C:2]([F:1])=[CH:3][C:4]=3[N:15]=2)[CH2:21][CH2:20][CH2:19][CH2:18][CH2:17]1, predict the reactants needed to synthesize it. The reactants are: [F:1][C:2]1[CH:14]=[CH:13][C:5]([NH:6][C:7]2[CH:12]=[CH:11][CH:10]=[CH:9][N:8]=2)=[C:4]([NH2:15])[CH:3]=1.[CH:16]1(/[CH:22]=[CH:23]/[C:24](Cl)=O)[CH2:21][CH2:20][CH2:19][CH2:18][CH2:17]1.N1C=CC=CC=1N1C2C=CC=CC=2N=C1C=CC1C=CC=CC=1. (2) Given the product [CH2:1]([CH:3]1[N:12]2[C:7](=[CH:8][C:9](=[O:18])[C:10]([C:13]([OH:15])=[O:14])=[CH:11]2)[C:6]2[CH:19]=[C:20]([O:31][CH3:32])[C:21]([O:23][CH2:24][CH2:25][NH:26][S:27]([CH3:30])(=[O:28])=[O:29])=[CH:22][C:5]=2[CH2:4]1)[CH3:2], predict the reactants needed to synthesize it. The reactants are: [CH2:1]([CH:3]1[N:12]2[C:7](=[CH:8][C:9](=[O:18])[C:10]([C:13]([O:15]CC)=[O:14])=[CH:11]2)[C:6]2[CH:19]=[C:20]([O:31][CH3:32])[C:21]([O:23][CH2:24][CH2:25][NH:26][S:27]([CH3:30])(=[O:29])=[O:28])=[CH:22][C:5]=2[CH2:4]1)[CH3:2].O[Li].O. (3) Given the product [O:27]=[C:25]([N:36]1[CH2:41][CH2:40][O:39][CH2:38][CH2:37]1)[CH2:24][CH2:23][C:22]([N:19]1[CH2:18][CH2:17][C:16](=[C:6]2[C:7]3[CH:15]=[CH:14][CH:13]=[CH:12][C:8]=3[CH:9]=[CH:10][C:11]3[CH:1]=[CH:2][CH:3]=[CH:4][C:5]2=3)[CH2:21][CH2:20]1)=[O:28], predict the reactants needed to synthesize it. The reactants are: [CH:1]1[C:11]2[CH:10]=[CH:9][C:8]3[CH:12]=[CH:13][CH:14]=[CH:15][C:7]=3[C:6](=[C:16]3[CH2:21][CH2:20][NH:19][CH2:18][CH2:17]3)[C:5]=2[CH:4]=[CH:3][CH:2]=1.[C:22]1(=[O:28])[O:27][C:25](=O)[CH2:24][CH2:23]1.C(N(CC)CC)C.[NH:36]1[CH2:41][CH2:40][O:39][CH2:38][CH2:37]1.Cl.C(N=C=NCCCN(C)C)C. (4) Given the product [CH3:31][CH:32]([NH:46][C:19]([C:9]1[S:8][C:7]([C:1]2[CH:6]=[CH:5][CH:4]=[CH:3][N:24]=2)=[N:11][C:10]=1[CH3:12])=[O:21])[CH2:33][N:34]1[CH2:35][CH2:36][N:37]([C:40]2[N:41]=[CH:42][CH:43]=[CH:44][N:45]=2)[CH2:38][CH2:39]1, predict the reactants needed to synthesize it. The reactants are: [C:1]1([C:7]2[S:8][C:9]([C:19]([OH:21])=O)=[C:10]([C:12]3C=CC(Cl)=CC=3)[N:11]=2)[CH:6]=[CH:5][CH:4]=[CH:3]C=1.CC[N:24](C(C)C)C(C)C.[CH3:31][CH:32]([NH2:46])[CH2:33][N:34]1[CH2:39][CH2:38][N:37]([C:40]2[N:45]=[CH:44][CH:43]=[CH:42][N:41]=2)[CH2:36][CH2:35]1.